Dataset: Forward reaction prediction with 1.9M reactions from USPTO patents (1976-2016). Task: Predict the product of the given reaction. (1) Given the reactants [CH:1]1([CH2:6][CH2:7][C:8](Cl)=[O:9])[CH2:5][CH2:4][CH2:3][CH2:2]1.[NH2:11][CH2:12][CH2:13][CH2:14][N:15]1[CH2:19][CH2:18][CH2:17][CH2:16]1, predict the reaction product. The product is: [CH:1]1([CH2:6][CH2:7][C:8]([NH:11][CH2:12][CH2:13][CH2:14][N:15]2[CH2:19][CH2:18][CH2:17][CH2:16]2)=[O:9])[CH2:5][CH2:4][CH2:3][CH2:2]1. (2) Given the reactants [CH2:1]([N:3]1[C:8](=[O:9])[C:7]2[C:10]([CH3:19])=[C:11]([C:13]([NH:15][CH2:16][CH2:17][OH:18])=O)[S:12][C:6]=2[NH:5][C:4]1=[O:20])[CH3:2].CC[N+](S(N=C(OC)[O-])(=O)=O)(CC)CC, predict the reaction product. The product is: [CH2:1]([N:3]1[C:8](=[O:9])[C:7]2[C:10]([CH3:19])=[C:11]([C:13]3[O:18][CH2:17][CH2:16][N:15]=3)[S:12][C:6]=2[NH:5][C:4]1=[O:20])[CH3:2]. (3) Given the reactants C(OC([N:8]([CH2:19][C:20]1[CH:25]=[CH:24][C:23]([O:26][CH3:27])=[CH:22][CH:21]=1)[S:9]([NH:12][CH2:13][C:14]([O:16][CH2:17][CH3:18])=[O:15])(=[O:11])=[O:10])=O)(C)(C)C, predict the reaction product. The product is: [CH3:27][O:26][C:23]1[CH:22]=[CH:21][C:20]([CH2:19][NH:8][S:9]([NH:12][CH2:13][C:14]([O:16][CH2:17][CH3:18])=[O:15])(=[O:10])=[O:11])=[CH:25][CH:24]=1.